Dataset: Catalyst prediction with 721,799 reactions and 888 catalyst types from USPTO. Task: Predict which catalyst facilitates the given reaction. Reactant: [Cl:1][C:2]1[CH:7]=[CH:6][C:5]([NH:8][C:9]2[CH:17]=[CH:16][CH:15]=[CH:14][C:10]=2[C:11](O)=[O:12])=[C:4]([N+:18]([O-])=O)[CH:3]=1. Product: [Cl:1][C:2]1[CH:7]=[CH:6][C:5]2[NH:8][C:9]3[CH:17]=[CH:16][CH:15]=[CH:14][C:10]=3[C:11](=[O:12])[NH:18][C:4]=2[CH:3]=1. The catalyst class is: 770.